Dataset: Forward reaction prediction with 1.9M reactions from USPTO patents (1976-2016). Task: Predict the product of the given reaction. (1) The product is: [CH:7]([C:9]1[C:13]([CH3:14])=[C:12]([CH3:15])[N:11]([CH2:20][C@H:21]2[CH2:23][C@@H:22]2[CH3:24])[C:10]=1[C:16]([O:18][CH3:19])=[O:17])=[O:8]. Given the reactants CC(C)([O-])C.[K+].[CH:7]([C:9]1[C:13]([CH3:14])=[C:12]([CH3:15])[NH:11][C:10]=1[C:16]([O:18][CH3:19])=[O:17])=[O:8].[CH3:20][C@H:21]1[CH2:23][C@@H:22]1[CH2:24]Br, predict the reaction product. (2) Given the reactants [CH3:1][O:2][C@@H:3]1[C@@H:8]([CH2:9][OH:10])[O:7][C@@H:6]([N:11]2[C:23]3[C:22]4[NH:24][C:25]5[CH:26]=[CH:27][CH:28]=[CH:29][C:30]=5[C:21]=4[C:20]4[C:31](=O)[O:32][C:33](=[O:34])[C:19]=4[C:18]=3[C:17]3[C:12]2=[CH:13][CH:14]=[CH:15][CH:16]=3)[C@H:5]([OH:36])[C@H:4]1[OH:37].[CH2:38]([CH2:40][NH2:41])[OH:39], predict the reaction product. The product is: [OH:39][CH2:38][CH2:40][N:41]1[C:33](=[O:34])[C:19]2[C:18]3[C:17]4[C:12](=[CH:13][CH:14]=[CH:15][CH:16]=4)[N:11]([C@@H:6]4[O:7][C@H:8]([CH2:9][OH:10])[C@@H:3]([O:2][CH3:1])[C@H:4]([OH:37])[C@H:5]4[OH:36])[C:23]=3[C:22]3[NH:24][C:25]4[CH:26]=[CH:27][CH:28]=[CH:29][C:30]=4[C:21]=3[C:20]=2[C:31]1=[O:32].